This data is from Catalyst prediction with 721,799 reactions and 888 catalyst types from USPTO. The task is: Predict which catalyst facilitates the given reaction. (1) Reactant: [CH:1]1[CH:2]=[CH:3][C:4]([C@H:7]2[O:17][C:16]3[CH:15]=[C:14]([OH:18])[CH:13]=[C:12]([OH:19])[C:11]=3[C:9](=[O:10])[CH2:8]2)=[CH:5][CH:6]=1.Cl.O.CO. Product: [CH2:8]1[C:9](=[O:10])[C:11]2[C:16](=[CH:15][C:14]([OH:18])=[CH:13][C:12]=2[OH:19])[O:17][CH:7]1[C:4]1[CH:3]=[CH:2][CH:1]=[CH:6][CH:5]=1. The catalyst class is: 394. (2) Reactant: [CH:1]1([CH:7]([NH:18][C:19]2[CH:28]=[CH:27][C:22]([C:23]([O:25]C)=[O:24])=[CH:21][CH:20]=2)[C:8]2[O:16][C:15]3[C:10](=[N:11][CH:12]=[CH:13][CH:14]=3)[C:9]=2[CH3:17])[CH2:6][CH2:5][CH2:4][CH2:3][CH2:2]1.O1CCCC1.[OH-].[Na+]. Product: [CH:1]1([CH:7]([NH:18][C:19]2[CH:20]=[CH:21][C:22]([C:23]([OH:25])=[O:24])=[CH:27][CH:28]=2)[C:8]2[O:16][C:15]3[C:10](=[N:11][CH:12]=[CH:13][CH:14]=3)[C:9]=2[CH3:17])[CH2:6][CH2:5][CH2:4][CH2:3][CH2:2]1. The catalyst class is: 8. (3) Reactant: [F:1][C:2]1[CH:12]=[CH:11][C:5]([C:6]([O:8][CH2:9][CH3:10])=[O:7])=[CH:4][C:3]=1[CH3:13].[Br:14]N1C(=O)CCC1=O.N(C(C)(C)C#N)=NC(C)(C)C#N. Product: [Br:14][CH2:13][C:3]1[CH:4]=[C:5]([CH:11]=[CH:12][C:2]=1[F:1])[C:6]([O:8][CH2:9][CH3:10])=[O:7]. The catalyst class is: 53. (4) Reactant: [Cl:1][C:2]1(C2C=CC=C(C(=O)NC)C=2)[CH:7]=[CH:6][C:5]([N:8]([C:12]2[CH:17]=[CH:16][CH:15]=[CH:14][C:13]=2[C:18]([F:21])([F:20])[F:19])[C:9](=[O:11])[NH2:10])=[C:4](NC(O)=O)[CH2:3]1.[CH3:36][NH:37][C:38]([C:40]1[CH:41]=[C:42]([CH:44]=[CH:45][CH:46]=1)[NH2:43])=[O:39].C1C=CC2N(O)N=NC=2C=1.O.CN1CC[O:62][CH2:61]C1.CCN=C=NCCCN(C)C.Cl.Cl. Product: [Cl:1][C:2]1([C:61](=[O:62])[NH:43][C:42]2[CH:44]=[CH:45][CH:46]=[C:40]([C:38](=[O:39])[NH:37][CH3:36])[CH:41]=2)[CH:7]=[CH:6][C:5]([N:8]([C:12]2[CH:17]=[CH:16][CH:15]=[CH:14][C:13]=2[C:18]([F:19])([F:21])[F:20])[C:9](=[O:11])[NH2:10])=[CH:4][CH2:3]1. The catalyst class is: 18. (5) Reactant: [H-].[Na+].[CH2:3]1COCC1.[CH3:8][O:9][C:10]1[C:18]2[N:17]=[C:16]([CH2:19][C:20]3[CH:25]=[CH:24][CH:23]=[C:22]([C:26]([F:29])([F:28])[F:27])[CH:21]=3)[NH:15][C:14]=2[CH:13]=[CH:12][CH:11]=1.IC. Product: [CH3:8][O:9][C:10]1[C:18]2[N:17]=[C:16]([CH2:19][C:20]3[CH:25]=[CH:24][CH:23]=[C:22]([C:26]([F:29])([F:28])[F:27])[CH:21]=3)[N:15]([CH3:3])[C:14]=2[CH:13]=[CH:12][CH:11]=1. The catalyst class is: 6.